From a dataset of Forward reaction prediction with 1.9M reactions from USPTO patents (1976-2016). Predict the product of the given reaction. Given the reactants [CH3:1][O:2][C:3]1[C:4]([CH3:34])=[C:5]([C:25]([O:32][CH3:33])=[C:26]([O:30][CH3:31])[C:27]=1[O:28][CH3:29])[CH2:6][C:7]1[CH:8]=[CH:9][C:10]([C:17]2[CH:22]=[CH:21][C:20]([O:23][CH3:24])=[CH:19][CH:18]=2)=[C:11]([CH:16]=1)[C:12]([O:14]C)=[O:13], predict the reaction product. The product is: [CH3:1][O:2][C:3]1[C:4]([CH3:34])=[C:5]([C:25]([O:32][CH3:33])=[C:26]([O:30][CH3:31])[C:27]=1[O:28][CH3:29])[CH2:6][C:7]1[CH:8]=[CH:9][C:10]([C:17]2[CH:18]=[CH:19][C:20]([O:23][CH3:24])=[CH:21][CH:22]=2)=[C:11]([CH:16]=1)[C:12]([OH:14])=[O:13].